Predict the product of the given reaction. From a dataset of Forward reaction prediction with 1.9M reactions from USPTO patents (1976-2016). (1) The product is: [CH2:1]([O:3][C:4]([C:6]1[N:7]=[CH:8][S:9][C:10]=1[CH2:11][OH:12])=[O:5])[CH3:2]. Given the reactants [CH2:1]([O:3][C:4]([C:6]1[N:7]=[CH:8][S:9][C:10]=1[C:11](OCC)=[O:12])=[O:5])[CH3:2].[BH4-].[Na+].O.Cl, predict the reaction product. (2) Given the reactants [CH:1](OCC)(OCC)OCC.[NH2:11][C:12]1[CH:17]=[CH:16][C:15]([S:18]([NH:21][C@H:22]2[CH2:27][CH2:26][CH2:25][C@@H:24]([N:28]3[CH:32]=[N:31][N:30]=[CH:29]3)[CH2:23]2)(=[O:20])=[O:19])=[C:14]([CH2:33][CH3:34])[CH:13]=1.[N-:35]=[N+:36]=[N-:37].[Na+], predict the reaction product. The product is: [CH2:33]([C:14]1[CH:13]=[C:12]([N:11]2[CH:1]=[N:37][N:36]=[N:35]2)[CH:17]=[CH:16][C:15]=1[S:18]([NH:21][C@H:22]1[CH2:27][CH2:26][CH2:25][C@@H:24]([N:28]2[CH:29]=[N:30][N:31]=[CH:32]2)[CH2:23]1)(=[O:20])=[O:19])[CH3:34]. (3) The product is: [N:26]1([C:24]([O:14][C:8]([C:15]2[CH:16]=[CH:17][C:18]([Cl:21])=[CH:19][CH:20]=2)([C:5]2[CH:6]=[CH:7][C:2]([Cl:1])=[CH:3][CH:4]=2)[CH2:9][CH2:10][CH2:11][CH2:12][CH3:13])=[O:25])[CH:30]=[CH:29][N:28]=[CH:27]1. Given the reactants [Cl:1][C:2]1[CH:7]=[CH:6][C:5]([C:8]([C:15]2[CH:20]=[CH:19][C:18]([Cl:21])=[CH:17][CH:16]=2)([OH:14])[CH2:9][CH2:10][CH2:11][CH2:12][CH3:13])=[CH:4][CH:3]=1.[H-].[Na+].[C:24](N1C=CN=C1)([N:26]1[CH:30]=[CH:29][N:28]=[CH:27]1)=[O:25], predict the reaction product.